From a dataset of Forward reaction prediction with 1.9M reactions from USPTO patents (1976-2016). Predict the product of the given reaction. (1) Given the reactants [O:1]1[C:9]2[C:4](=[N:5][CH:6]=[CH:7][CH:8]=2)[NH:3][C:2]1=[O:10].N([CH2:14][CH2:15][CH2:16][CH2:17][CH2:18][CH2:19][CH2:20][CH2:21][CH2:22][CH2:23][CH2:24][CH3:25])=C=O, predict the reaction product. The product is: [O:10]=[C:2]1[NH:3][C:4]2=[N:5][CH:6]=[CH:7][CH:8]=[C:9]2[O:1]1.[CH3:25][CH2:24][CH:23]([C:2]([NH2:3])=[O:1])[CH2:22][CH2:21][CH2:20][CH2:19][CH2:18][CH2:17][CH2:16][CH2:15][CH3:14]. (2) Given the reactants [CH2:1]([N:3]([C:21]1[CH:26]=[C:25]([O:27]C)[CH:24]=[CH:23][C:22]=1[CH:29]1[CH2:38][CH2:37][C:36]2[C:31](=[CH:32][CH:33]=[C:34]([O:39]C)[CH:35]=2)[CH2:30]1)[CH2:4][C:5]1[CH:10]=[CH:9][C:8]([N:11]([CH3:20])[CH2:12][CH2:13][N:14]2[CH2:19][CH2:18][CH2:17][CH2:16][CH2:15]2)=[CH:7][CH:6]=1)[CH3:2].B(Br)(Br)Br.CO.C(=O)(O)[O-].[Na+], predict the reaction product. The product is: [CH2:1]([N:3]([CH2:4][C:5]1[CH:6]=[CH:7][C:8]([N:11]([CH3:20])[CH2:12][CH2:13][N:14]2[CH2:19][CH2:18][CH2:17][CH2:16][CH2:15]2)=[CH:9][CH:10]=1)[C:21]1[CH:26]=[C:25]([OH:27])[CH:24]=[CH:23][C:22]=1[CH:29]1[CH2:38][CH2:37][C:36]2[CH:35]=[C:34]([OH:39])[CH:33]=[CH:32][C:31]=2[CH2:30]1)[CH3:2].